The task is: Predict which catalyst facilitates the given reaction.. This data is from Catalyst prediction with 721,799 reactions and 888 catalyst types from USPTO. (1) Reactant: [N+:1]([C:4]1[CH:9]=[CH:8][CH:7]=[CH:6][C:5]=1[CH2:10][C:11]#[N:12])([O-])=O. Product: [NH2:1][C:4]1[CH:9]=[CH:8][CH:7]=[CH:6][C:5]=1[CH2:10][C:11]#[N:12]. The catalyst class is: 19. (2) Reactant: [C:1]([SiH2:5][O:6][C:7]([C:34]1[CH:39]=[CH:38][CH:37]=[CH:36][CH:35]=1)([C:28]1[CH:33]=[CH:32][CH:31]=[CH:30][CH:29]=1)[CH:8]([CH:25]([CH3:27])[CH3:26])[C@@:9]([NH2:24])([C:11]1[CH:16]=[CH:15][C:14]([CH2:17][CH2:18][C:19]([CH3:22])([CH3:21])[CH3:20])=[C:13]([Cl:23])[CH:12]=1)[CH3:10])([CH3:4])([CH3:3])[CH3:2].C(Cl)(Cl)Cl.[CH3:44][O:45][C:46](=[O:66])[C:47]1[CH:52]=[CH:51][C:50]([NH:53][C:54](OC2C=CC([N+]([O-])=O)=CC=2)=[O:55])=[N:49][CH:48]=1. Product: [CH3:44][O:45][C:46](=[O:66])[C:47]1[CH:52]=[CH:51][C:50]([NH:53][C:54]([NH:24][C@:9]([C:11]2[CH:16]=[CH:15][C:14]([CH2:17][CH2:18][C:19]([CH3:21])([CH3:20])[CH3:22])=[C:13]([Cl:23])[CH:12]=2)([CH3:10])[CH:8]([C:7]([C:34]2[CH:35]=[CH:36][CH:37]=[CH:38][CH:39]=2)([C:28]2[CH:33]=[CH:32][CH:31]=[CH:30][CH:29]=2)[O:6][SiH2:5][C:1]([CH3:3])([CH3:4])[CH3:2])[CH:25]([CH3:27])[CH3:26])=[O:55])=[N:49][CH:48]=1. The catalyst class is: 66. (3) Reactant: [H-].[H-].[H-].[H-].[Li+].[Al+3].[F:7][C:8]1[CH:13]=[CH:12][C:11]([N:14]2[C:18]3=[C:19]4[C:24](=[C:25]([C:27]5[CH:28]=[N:29][CH:30]=[CH:31][CH:32]=5)[CH:26]=[C:17]3[C:16]([C:33](OC)=[O:34])=[N:15]2)[CH:23]=[N:22][CH:21]=[CH:20]4)=[CH:10][CH:9]=1.O.[OH-].[Na+]. Product: [F:7][C:8]1[CH:9]=[CH:10][C:11]([N:14]2[C:18]3=[C:19]4[C:24](=[C:25]([C:27]5[CH:28]=[N:29][CH:30]=[CH:31][CH:32]=5)[CH:26]=[C:17]3[C:16]([CH2:33][OH:34])=[N:15]2)[CH:23]=[N:22][CH:21]=[CH:20]4)=[CH:12][CH:13]=1. The catalyst class is: 1. (4) Reactant: [Br:1][C:2]1[CH:10]=[CH:9][C:5]([C:6](O)=[O:7])=[CH:4][C:3]=1[C:11]([F:14])([F:13])[F:12].B.C1COCC1. Product: [Br:1][C:2]1[CH:10]=[CH:9][C:5]([CH2:6][OH:7])=[CH:4][C:3]=1[C:11]([F:12])([F:13])[F:14]. The catalyst class is: 1. (5) Product: [F:1][C:2]1[C:37]([CH3:38])=[CH:36][CH:35]=[CH:34][C:3]=1[O:4][C:5]1[C:6]([C:22]([NH2:24])=[O:23])=[C:7]([NH:13][C:14]2[CH:19]=[CH:18][C:17]([I:20])=[CH:16][C:15]=2[F:21])[N:8]([CH3:12])[C:9](=[O:11])[CH:10]=1. The catalyst class is: 520. Reactant: [F:1][C:2]1[C:37]([CH3:38])=[CH:36][CH:35]=[CH:34][C:3]=1[O:4][C:5]1[C:6]([C:22]([NH:24]CC2C=CC(OC)=CC=2)=[O:23])=[C:7]([NH:13][C:14]2[CH:19]=[CH:18][C:17]([I:20])=[CH:16][C:15]=2[F:21])[N:8]([CH3:12])[C:9](=[O:11])[CH:10]=1.[Cl-].[Al+3].[Cl-].[Cl-].O.Cl. (6) Reactant: [Br:1][C:2]1[CH:3]=[C:4](B(O)O)[C:5]([F:8])=[N:6][CH:7]=1.C(O)(=[O:14])C.C(OCC)(=O)C.OO. Product: [Br:1][C:2]1[CH:3]=[C:4]([OH:14])[C:5]([F:8])=[N:6][CH:7]=1. The catalyst class is: 8.